From a dataset of Peptide-MHC class I binding affinity with 185,985 pairs from IEDB/IMGT. Regression. Given a peptide amino acid sequence and an MHC pseudo amino acid sequence, predict their binding affinity value. This is MHC class I binding data. (1) The peptide sequence is IMVASDVCKK. The MHC is HLA-A03:01 with pseudo-sequence HLA-A03:01. The binding affinity (normalized) is 0.738. (2) The peptide sequence is SIPYNYPDM. The MHC is H-2-Db with pseudo-sequence H-2-Db. The binding affinity (normalized) is 0.00801. (3) The peptide sequence is ESNIEIMDK. The MHC is HLA-A68:01 with pseudo-sequence HLA-A68:01. The binding affinity (normalized) is 0.777. (4) The peptide sequence is KILTAGLSV. The MHC is HLA-A02:02 with pseudo-sequence HLA-A02:02. The binding affinity (normalized) is 0.155. (5) The peptide sequence is LPEVISTIA. The MHC is HLA-B35:01 with pseudo-sequence HLA-B35:01. The binding affinity (normalized) is 0.718. (6) The peptide sequence is KLVGIELPK. The MHC is HLA-B08:03 with pseudo-sequence HLA-B08:03. The binding affinity (normalized) is 0.0847. (7) The peptide sequence is GTDDEVIERI. The MHC is HLA-A68:02 with pseudo-sequence HLA-A68:02. The binding affinity (normalized) is 0.348.